This data is from Catalyst prediction with 721,799 reactions and 888 catalyst types from USPTO. The task is: Predict which catalyst facilitates the given reaction. (1) Reactant: C[Si]([N-][Si](C)(C)C)(C)C.[Na+].[CH3:11][O:12][C:13]1[CH:18]=[CH:17][C:16]([CH2:19][C:20]([OH:22])=O)=[CH:15][CH:14]=1.[Cl:23][C:24]1[CH:33]=[C:32]([F:34])[CH:31]=[CH:30][C:25]=1C(OC)=O. Product: [Cl:23][C:24]1[CH:33]=[C:32]([F:34])[CH:31]=[CH:30][C:25]=1[C:20](=[O:22])[CH2:19][C:16]1[CH:15]=[CH:14][C:13]([O:12][CH3:11])=[CH:18][CH:17]=1. The catalyst class is: 1. (2) Reactant: [CH2:1]([O:3][C:4](=[O:28])[C:5]1[CH:10]=[C:9]([C:11]#[N:12])[C:8]([N:13]2[CH2:18][CH2:17][CH:16]([C:19]([O:21]C(C)(C)C)=[O:20])[CH2:15][CH2:14]2)=[N:7][C:6]=1[O:26][CH3:27])[CH3:2]. Product: [C:11]([C:9]1[C:8]([N:13]2[CH2:14][CH2:15][CH:16]([C:19]([OH:21])=[O:20])[CH2:17][CH2:18]2)=[N:7][C:6]([O:26][CH3:27])=[C:5]([C:4]([O:3][CH2:1][CH3:2])=[O:28])[CH:10]=1)#[N:12]. The catalyst class is: 137. (3) Reactant: [O:1]=[C:2]1[C:7]2[NH:8][C:9]3[CH:10]=[CH:11][CH:12]=[CH:13][C:14]=3[C:6]=2[N:5]=[C:4]([S:15][CH2:16][C:17]([O:19][C:20]([CH3:23])([CH3:22])[CH3:21])=[O:18])[N:3]1[C:24]1[CH:29]=[CH:28][CH:27]=[CH:26][CH:25]=1.[H-].[Na+].I[CH2:33][CH2:34][CH2:35][CH2:36][CH3:37]. Product: [O:1]=[C:2]1[C:7]2[N:8]([CH2:33][CH2:34][CH2:35][CH2:36][CH3:37])[C:9]3[CH:10]=[CH:11][CH:12]=[CH:13][C:14]=3[C:6]=2[N:5]=[C:4]([S:15][CH2:16][C:17]([O:19][C:20]([CH3:22])([CH3:23])[CH3:21])=[O:18])[N:3]1[C:24]1[CH:29]=[CH:28][CH:27]=[CH:26][CH:25]=1. The catalyst class is: 3. (4) Reactant: [CH3:1][O:2][C:3]1[CH:16]=[CH:15][C:6]([CH2:7][C@@H:8]2[C@H:12]([OH:13])[C@@H:11]([OH:14])[CH2:10][NH:9]2)=[CH:5][CH:4]=1.[C:17]([O:21][C:22]([NH:24][CH2:25][C:26](O)=[O:27])=[O:23])([CH3:20])([CH3:19])[CH3:18].ON1C2N=CC=CC=2N=N1.CN1CCOCC1.C(Cl)CCl. Product: [OH:13][C@@H:12]1[C@@H:11]([OH:14])[CH2:10][N:9]([C:26](=[O:27])[CH2:25][NH:24][C:22](=[O:23])[O:21][C:17]([CH3:18])([CH3:19])[CH3:20])[C@@H:8]1[CH2:7][C:6]1[CH:5]=[CH:4][C:3]([O:2][CH3:1])=[CH:16][CH:15]=1. The catalyst class is: 2.